Dataset: NCI-60 drug combinations with 297,098 pairs across 59 cell lines. Task: Regression. Given two drug SMILES strings and cell line genomic features, predict the synergy score measuring deviation from expected non-interaction effect. (1) Synergy scores: CSS=15.8, Synergy_ZIP=-0.474, Synergy_Bliss=7.50, Synergy_Loewe=-23.1, Synergy_HSA=1.54. Drug 1: C1=CC(=CC=C1CCC2=CNC3=C2C(=O)NC(=N3)N)C(=O)NC(CCC(=O)O)C(=O)O. Cell line: HOP-92. Drug 2: C1CNP(=O)(OC1)N(CCCl)CCCl. (2) Drug 1: C1=C(C(=O)NC(=O)N1)F. Drug 2: CC1=CC=C(C=C1)C2=CC(=NN2C3=CC=C(C=C3)S(=O)(=O)N)C(F)(F)F. Cell line: NCI-H522. Synergy scores: CSS=12.4, Synergy_ZIP=-11.6, Synergy_Bliss=-13.2, Synergy_Loewe=-12.8, Synergy_HSA=-11.4. (3) Drug 1: C1C(C(OC1N2C=C(C(=O)NC2=O)F)CO)O. Drug 2: C1=NC(=NC(=O)N1C2C(C(C(O2)CO)O)O)N. Cell line: SF-295. Synergy scores: CSS=41.1, Synergy_ZIP=-8.53, Synergy_Bliss=-3.73, Synergy_Loewe=-2.52, Synergy_HSA=-1.08. (4) Drug 1: C1=CC(=CC=C1CC(C(=O)O)N)N(CCCl)CCCl.Cl. Drug 2: B(C(CC(C)C)NC(=O)C(CC1=CC=CC=C1)NC(=O)C2=NC=CN=C2)(O)O. Cell line: SF-268. Synergy scores: CSS=12.7, Synergy_ZIP=-1.25, Synergy_Bliss=5.47, Synergy_Loewe=1.32, Synergy_HSA=1.00. (5) Drug 1: C1C(C(OC1N2C=NC3=C2NC=NCC3O)CO)O. Drug 2: C1C(C(OC1N2C=NC(=NC2=O)N)CO)O. Cell line: MALME-3M. Synergy scores: CSS=0.613, Synergy_ZIP=-1.26, Synergy_Bliss=-1.58, Synergy_Loewe=-6.26, Synergy_HSA=-4.30. (6) Drug 1: C1CCC(C1)C(CC#N)N2C=C(C=N2)C3=C4C=CNC4=NC=N3. Drug 2: C1C(C(OC1N2C=NC(=NC2=O)N)CO)O. Cell line: MDA-MB-231. Synergy scores: CSS=17.1, Synergy_ZIP=-1.67, Synergy_Bliss=2.39, Synergy_Loewe=3.27, Synergy_HSA=4.46.